Task: Predict the product of the given reaction.. Dataset: Forward reaction prediction with 1.9M reactions from USPTO patents (1976-2016) (1) Given the reactants C1(P(C2C=CC=CC=2)C2C=CC=CC=2)C=CC=CC=1.[N:20]([CH2:23][C:24]1[C:25]([C:31]#[N:32])=[N:26][C:27]([CH3:30])=[CH:28][CH:29]=1)=[N+]=[N-].O1CCCC1, predict the reaction product. The product is: [CH3:30][C:27]1[N:26]=[C:25]2[C:31]([NH2:32])=[N:20][CH2:23][C:24]2=[CH:29][CH:28]=1. (2) Given the reactants Br[C:2]1[CH:3]=[CH:4][C:5]([O:12][C:13]([F:16])([F:15])[F:14])=[C:6]([NH:8][C:9](=[O:11])[CH3:10])[CH:7]=1.[Li]N([Si](C)(C)C)[Si](C)(C)C.[CH3:27][N:28]1[CH2:33][CH2:32][NH:31][CH2:30][CH2:29]1, predict the reaction product. The product is: [CH3:27][N:28]1[CH2:33][CH2:32][N:31]([C:2]2[CH:3]=[CH:4][C:5]([O:12][C:13]([F:16])([F:15])[F:14])=[C:6]([NH:8][C:9](=[O:11])[CH3:10])[CH:7]=2)[CH2:30][CH2:29]1.